This data is from Forward reaction prediction with 1.9M reactions from USPTO patents (1976-2016). The task is: Predict the product of the given reaction. (1) Given the reactants [CH3:1][O:2][C:3]1[CH:8]=[CH:7][C:6]([C:9]2[S:13][C:12]([C:14]([NH:16][C:17]3([C:25]([O:27]C)=[O:26])[CH2:24][CH2:23][CH2:22][CH2:21][CH2:20][CH2:19][CH2:18]3)=[O:15])=[C:11]([NH:29][C:30]([NH:32][C:33]3[C:38]([CH3:39])=[CH:37][C:36]([CH3:40])=[CH:35][C:34]=3[CH3:41])=[O:31])[CH:10]=2)=[CH:5][CH:4]=1.[OH-].[Li+], predict the reaction product. The product is: [CH3:1][O:2][C:3]1[CH:8]=[CH:7][C:6]([C:9]2[S:13][C:12]([C:14]([NH:16][C:17]3([C:25]([OH:27])=[O:26])[CH2:18][CH2:19][CH2:20][CH2:21][CH2:22][CH2:23][CH2:24]3)=[O:15])=[C:11]([NH:29][C:30]([NH:32][C:33]3[C:38]([CH3:39])=[CH:37][C:36]([CH3:40])=[CH:35][C:34]=3[CH3:41])=[O:31])[CH:10]=2)=[CH:5][CH:4]=1. (2) Given the reactants [F:1][C:2]1[CH:7]=[C:6]([O:8][C:9]([F:12])([F:11])[F:10])[CH:5]=[CH:4][C:3]=1[NH:13][N:14]=[C:15]([C:20](=[O:24])[CH2:21][O:22][CH3:23])[C:16]([O:18][CH3:19])=[O:17].[CH:25](OC(OC(C)C)N(C)C)(C)C, predict the reaction product. The product is: [F:1][C:2]1[CH:7]=[C:6]([O:8][C:9]([F:10])([F:11])[F:12])[CH:5]=[CH:4][C:3]=1[N:13]1[CH:25]=[C:21]([O:22][CH3:23])[C:20](=[O:24])[C:15]([C:16]([O:18][CH3:19])=[O:17])=[N:14]1. (3) The product is: [N+:27]([C:30]1[CH:31]=[C:32]([S:36]([NH:39][C:23]([C:9]2[C:10]([O:13][C:14]3[C:15]([CH3:22])=[CH:16][C:17]([CH3:21])=[CH:18][C:19]=3[CH3:20])=[N:11][CH:12]=[C:7]([C:1]3[CH:2]=[CH:3][CH:4]=[CH:5][CH:6]=3)[CH:8]=2)=[O:24])(=[O:37])=[O:38])[CH:33]=[CH:34][CH:35]=1)([O-:29])=[O:28]. Given the reactants [C:1]1([C:7]2[CH:8]=[C:9]([C:23](O)=[O:24])[C:10]([O:13][C:14]3[C:19]([CH3:20])=[CH:18][C:17]([CH3:21])=[CH:16][C:15]=3[CH3:22])=[N:11][CH:12]=2)[CH:6]=[CH:5][CH:4]=[CH:3][CH:2]=1.[Na+].[N+:27]([C:30]1[CH:31]=[C:32]([S:36]([NH-:39])(=[O:38])=[O:37])[CH:33]=[CH:34][CH:35]=1)([O-:29])=[O:28].CN(C(ON1N=NC2C=CC=NC1=2)=[N+](C)C)C.F[P-](F)(F)(F)(F)F.Cl, predict the reaction product. (4) Given the reactants [C:1]([C:3]1[CH:4]=[C:5]([C:13]2[S:17][C:16]([C:18]3[CH:27]=[CH:26][CH:25]=[C:24]4[C:19]=3[CH2:20][CH2:21][CH2:22][C@H:23]4[NH:28][CH2:29][C:30]([O:32][CH3:33])=[O:31])=[N:15][N:14]=2)[CH:6]=[CH:7][C:8]=1[O:9][CH:10]([CH3:12])[CH3:11])#[N:2].[CH3:34][C:35]([O:38][C:39](O[C:39]([O:38][C:35]([CH3:37])([CH3:36])[CH3:34])=[O:40])=[O:40])([CH3:37])[CH3:36], predict the reaction product. The product is: [C:35]([O:38][C:39]([N:28]([C@H:23]1[C:24]2[C:19](=[C:18]([C:16]3[S:17][C:13]([C:5]4[CH:6]=[CH:7][C:8]([O:9][CH:10]([CH3:12])[CH3:11])=[C:3]([C:1]#[N:2])[CH:4]=4)=[N:14][N:15]=3)[CH:27]=[CH:26][CH:25]=2)[CH2:20][CH2:21][CH2:22]1)[CH2:29][C:30]([O:32][CH3:33])=[O:31])=[O:40])([CH3:37])([CH3:36])[CH3:34]. (5) Given the reactants [F:1][C:2]1[CH:3]=[C:4]2[C:8](=[CH:9][CH:10]=1)[N:7]([CH3:11])[CH:6]=[C:5]2[CH:12]=[O:13].[NH2:14][C:15]1[CH:20]=[CH:19][C:18]([CH2:21][C:22]([O:24][CH3:25])=[O:23])=[CH:17][C:16]=1O.C(O)(=O)C.C(O)(=O)C.IC1C=CC=CC=1, predict the reaction product. The product is: [F:1][C:2]1[CH:3]=[C:4]2[C:8](=[CH:9][CH:10]=1)[N:7]([CH3:11])[CH:6]=[C:5]2[C:12]1[O:13][C:16]2[CH:17]=[C:18]([CH2:21][C:22]([O:24][CH3:25])=[O:23])[CH:19]=[CH:20][C:15]=2[N:14]=1. (6) Given the reactants [BH4-].[Na+].[Cl:3][C:4]1[CH:36]=[CH:35][C:7]([CH2:8][NH:9][C:10]([C:12]2[C:13](=[O:34])[C:14]3[CH:21]=[C:20]([CH2:22][N:23]([CH3:33])[CH2:24][C:25](=[O:32])[C:26]4[CH:31]=[N:30][CH:29]=[CH:28][N:27]=4)[S:19][C:15]=3[N:16]([CH3:18])[CH:17]=2)=[O:11])=[CH:6][CH:5]=1, predict the reaction product. The product is: [Cl:3][C:4]1[CH:5]=[CH:6][C:7]([CH2:8][NH:9][C:10]([C:12]2[C:13](=[O:34])[C:14]3[CH:21]=[C:20]([CH2:22][N:23]([CH2:24][CH:25]([OH:32])[C:26]4[CH:31]=[N:30][CH:29]=[CH:28][N:27]=4)[CH3:33])[S:19][C:15]=3[N:16]([CH3:18])[CH:17]=2)=[O:11])=[CH:35][CH:36]=1.